Dataset: Catalyst prediction with 721,799 reactions and 888 catalyst types from USPTO. Task: Predict which catalyst facilitates the given reaction. (1) Product: [CH3:21][C:5]1[CH:4]=[C:3]([C:22]2[CH:27]=[CH:26][CH:25]=[C:24]([C:28]([F:31])([F:30])[F:29])[CH:23]=2)[C:2]([NH:1][C:39](=[O:41])[CH3:40])=[N:7][C:6]=1[C:8]([N:10]1[CH2:15][CH2:14][CH:13]([N:16]2[CH2:17][CH2:18][CH2:19][CH2:20]2)[CH2:12][CH2:11]1)=[O:9].[C:39]([N:1]([C:2]1[C:3]([C:22]2[CH:27]=[CH:26][CH:25]=[C:24]([C:28]([F:31])([F:30])[F:29])[CH:23]=2)=[CH:4][C:5]([CH3:21])=[C:6]([C:8]([N:10]2[CH2:15][CH2:14][CH:13]([N:16]3[CH2:17][CH2:18][CH2:19][CH2:20]3)[CH2:12][CH2:11]2)=[O:9])[N:7]=1)[C:37](=[O:47])[CH3:38])(=[O:41])[CH3:40]. Reactant: [NH2:1][C:2]1[N:7]=[C:6]([C:8]([N:10]2[CH2:15][CH2:14][CH:13]([N:16]3[CH2:20][CH2:19][CH2:18][CH2:17]3)[CH2:12][CH2:11]2)=[O:9])[C:5]([CH3:21])=[CH:4][C:3]=1[C:22]1[CH:27]=[CH:26][CH:25]=[C:24]([C:28]([F:31])([F:30])[F:29])[CH:23]=1.CCN([CH2:37][CH3:38])CC.[C:39](OC(=O)C)(=[O:41])[CH3:40].C(=O)([O-])[O-:47].[Na+].[Na+]. The catalyst class is: 21. (2) Reactant: C(Cl)(=O)C(Cl)=O.CS(C)=O.[OH:11][CH:12]([CH3:28])[CH2:13][CH2:14][C:15]1[N:19]([CH2:20][CH2:21][C:22]#[N:23])[C:18]2[CH:24]=[CH:25][CH:26]=[CH:27][C:17]=2[N:16]=1.C(N(CC)CC)C. Product: [O:11]=[C:12]([CH3:28])[CH2:13][CH2:14][C:15]1[N:19]([CH2:20][CH2:21][C:22]#[N:23])[C:18]2[CH:24]=[CH:25][CH:26]=[CH:27][C:17]=2[N:16]=1. The catalyst class is: 34. (3) Product: [CH2:3]([O:5][C:6]([C:7]1[C:8]([OH:9])=[N:10][C:11]2[C:12]([C:21]=1[CH3:22])=[CH:13][CH:14]=[C:15]([C:17]([CH3:20])([CH3:19])[CH3:18])[CH:16]=2)=[O:24])[CH3:4]. The catalyst class is: 88. Reactant: [H-].[Na+].[CH2:3]([O:5][C:6](=[O:24])[CH2:7][C:8]([NH:10][C:11]1[CH:16]=[C:15]([C:17]([CH3:20])([CH3:19])[CH3:18])[CH:14]=[CH:13][C:12]=1[C:21](=O)[CH3:22])=[O:9])[CH3:4].CC(O)=O. (4) Reactant: [CH:1]1([N:4]2[CH:8]=[CH:7][N:6]=[CH:5]2)[CH2:3][CH2:2]1.[Br:9]N1C(C)(C)C(=O)N(Br)C1=O. Product: [Br:9][C:8]1[N:4]([CH:1]2[CH2:3][CH2:2]2)[CH:5]=[N:6][CH:7]=1. The catalyst class is: 4. (5) Product: [CH3:1]/[C:2](/[CH2:7][CH2:8][CH2:9][CH:10]([CH3:22])[CH2:11][CH2:12][CH2:13][CH:14]([CH3:21])[CH2:15][CH2:16][CH2:17][CH:18]([CH3:20])[CH3:19])=[CH:3]\[CH2:4][C:5]([OH:25])=[O:23]. The catalyst class is: 5. Reactant: [CH3:1]/[C:2](/[CH2:7][CH2:8][CH2:9][CH:10]([CH3:22])[CH2:11][CH2:12][CH2:13][CH:14]([CH3:21])[CH2:15][CH2:16][CH2:17][CH:18]([CH3:20])[CH3:19])=[CH:3]\[CH2:4][C:5]#N.[OH-:23].[Ba+2].[OH-:25]. (6) Reactant: [CH3:1][C:2]1([CH3:26])[CH2:11][CH2:10][C:9]([CH3:13])([CH3:12])[C:8]2[CH:7]=[C:6]([C:14]3[N:15]=[C:16]([N:19]4[CH2:25][CH2:24][CH2:23][NH:22][CH2:21][CH2:20]4)[S:17][CH:18]=3)[CH:5]=[CH:4][C:3]1=2.C([O:30][CH2:31][CH2:32][CH2:33][CH2:34]Br)(=O)C.[OH-].[Na+].Cl. Product: [CH3:1][C:2]1([CH3:26])[CH2:11][CH2:10][C:9]([CH3:12])([CH3:13])[C:8]2[CH:7]=[C:6]([C:14]3[N:15]=[C:16]([N:19]4[CH2:25][CH2:24][CH2:23][N:22]([CH2:34][CH2:33][CH2:32][CH2:31][OH:30])[CH2:21][CH2:20]4)[S:17][CH:18]=3)[CH:5]=[CH:4][C:3]1=2. The catalyst class is: 5.